Task: Predict the product of the given reaction.. Dataset: Forward reaction prediction with 1.9M reactions from USPTO patents (1976-2016) (1) Given the reactants [CH2:1]([O:5][CH2:6][CH2:7][O:8][C:9]1[CH:14]=[CH:13][C:12]([C:15]2[CH:20]=[CH:19][C:18]([N:21]3[CH2:26][CH2:25][CH:24]([CH3:27])[CH2:23][CH2:22]3)=[C:17](/[CH:28]=[CH:29]/[C:30](O)=[O:31])[CH:16]=2)=[CH:11][CH:10]=1)[CH2:2][CH2:3][CH3:4].C(Cl)(=O)C(Cl)=O.[CH2:39]([N:42]1[C:46]([CH2:47][S@@:48]([C:50]2[CH:56]=[CH:55][C:53]([NH2:54])=[CH:52][CH:51]=2)=[O:49])=[CH:45][N:44]=[CH:43]1)[CH2:40][CH3:41].C(N(CC)CC)C, predict the reaction product. The product is: [CH2:1]([O:5][CH2:6][CH2:7][O:8][C:9]1[CH:10]=[CH:11][C:12]([C:15]2[CH:20]=[CH:19][C:18]([N:21]3[CH2:26][CH2:25][CH:24]([CH3:27])[CH2:23][CH2:22]3)=[C:17](/[CH:28]=[CH:29]/[C:30]([NH:54][C:53]3[CH:55]=[CH:56][C:50]([S@:48]([CH2:47][C:46]4[N:42]([CH2:39][CH2:40][CH3:41])[CH:43]=[N:44][CH:45]=4)=[O:49])=[CH:51][CH:52]=3)=[O:31])[CH:16]=2)=[CH:13][CH:14]=1)[CH2:2][CH2:3][CH3:4]. (2) Given the reactants [N:1]1[C:6]2[CH:7]=[CH:8][S:9][C:5]=2[C:4]([N:10]2[CH2:15][CH2:14][CH:13]([NH2:16])[CH2:12][CH2:11]2)=[N:3][CH:2]=1.Cl.N1C2C=CSC=2C(N2CCC(N)C2)=NC=1.[N+](C1C=CC([O:42][C:43](=O)[NH:44][C:45]2[CH:46]=[N:47][C:48]([O:51][CH:52]3[CH2:55][CH2:54][CH2:53]3)=[CH:49][CH:50]=2)=CC=1)([O-])=O.C(Cl)(Cl)Cl.CO, predict the reaction product. The product is: [CH:52]1([O:51][C:48]2[N:47]=[CH:46][C:45]([NH:44][C:43]([NH:16][CH:13]3[CH2:12][CH2:11][N:10]([C:4]4[C:5]5[S:9][CH:8]=[CH:7][C:6]=5[N:1]=[CH:2][N:3]=4)[CH2:15][CH2:14]3)=[O:42])=[CH:50][CH:49]=2)[CH2:53][CH2:54][CH2:55]1.